The task is: Predict the product of the given reaction.. This data is from Forward reaction prediction with 1.9M reactions from USPTO patents (1976-2016). (1) Given the reactants [Cl:1][C:2]1[CH:7]=[CH:6][C:5]([C:8]2[N:12]([C:13]3[CH:18]=[CH:17][C:16]([Cl:19])=[CH:15][C:14]=3[Cl:20])[N:11]=[C:10]([C:21](Cl)=[O:22])[C:9]=2[CH3:24])=[CH:4][CH:3]=1.O.[NH2:26][NH2:27], predict the reaction product. The product is: [Cl:1][C:2]1[CH:7]=[CH:6][C:5]([C:8]2[N:12]([C:13]3[CH:18]=[CH:17][C:16]([Cl:19])=[CH:15][C:14]=3[Cl:20])[N:11]=[C:10]([C:21]([NH:26][NH2:27])=[O:22])[C:9]=2[CH3:24])=[CH:4][CH:3]=1. (2) Given the reactants [O:1]1[C:6]2[CH:7]=[CH:8][C:9]([CH2:11][CH:12]=O)=[CH:10][C:5]=2[O:4][CH2:3][CH2:2]1.[N:14]1([C:19]2[N:24]=[C:23]([CH:25]3[CH2:29][CH2:28][CH2:27][N:26]3[CH2:30][CH2:31][NH2:32])[CH:22]=[C:21]([CH3:33])[N:20]=2)[CH:18]=[CH:17][N:16]=[CH:15]1, predict the reaction product. The product is: [O:1]1[C:6]2[CH:7]=[CH:8][C:9]([CH2:11][CH2:12][NH:32][CH2:31][CH2:30][N:26]3[CH2:27][CH2:28][CH2:29][CH:25]3[C:23]3[CH:22]=[C:21]([CH3:33])[N:20]=[C:19]([N:14]4[CH:18]=[CH:17][N:16]=[CH:15]4)[N:24]=3)=[CH:10][C:5]=2[O:4][CH2:3][CH2:2]1. (3) Given the reactants Cl[CH2:2][C:3]([NH:5][C:6]1[CH:7]=[C:8]([CH:13]([CH3:19])[C:14]([O:16][CH2:17][CH3:18])=[O:15])[CH:9]=[CH:10][C:11]=1[OH:12])=[O:4].C(=O)([O-])[O-].[K+].[K+].O, predict the reaction product. The product is: [O:4]=[C:3]1[CH2:2][O:12][C:11]2[CH:10]=[CH:9][C:8]([CH:13]([CH3:19])[C:14]([O:16][CH2:17][CH3:18])=[O:15])=[CH:7][C:6]=2[NH:5]1. (4) Given the reactants [CH3:1][O:2][C:3]1[N:8]=[C:7]([C:9]2[CH:13]=[CH:12][S:11][C:10]=2/[CH:14]=[CH:15]/[C:16](=[O:18])[CH3:17])[CH:6]=[CH:5][CH:4]=1.C[C:20](C)(C([O-])=O)[C:21]([O-])=[O:22].C[O-].[Na+], predict the reaction product. The product is: [OH:22][C:21]1[CH2:20][CH:14]([C:10]2[S:11][CH:12]=[CH:13][C:9]=2[C:7]2[CH:6]=[CH:5][CH:4]=[C:3]([O:2][CH3:1])[N:8]=2)[CH2:15][C:16](=[O:18])[CH:17]=1. (5) The product is: [C:14]([CH2:13][CH2:12][C:9]1[C:10]([CH3:11])=[C:6]([C:4]([OH:3])=[O:5])[NH:7][C:8]=1[CH:19]=[C:33]1[C:32]2[C:36](=[CH:37][C:29]([C:25]3[CH:26]=[CH:27][CH:28]=[C:23]([O:22][CH3:21])[CH:24]=3)=[CH:30][CH:31]=2)[NH:35][C:34]1=[O:38])([OH:16])=[O:15]. Given the reactants C([O:3][C:4]([C:6]1[NH:7][C:8]([CH:19]=O)=[C:9]([CH2:12][CH2:13][C:14]([O:16]CC)=[O:15])[C:10]=1[CH3:11])=[O:5])C.[CH3:21][O:22][C:23]1[CH:24]=[C:25]([C:29]2[CH:37]=[C:36]3[C:32]([CH2:33][C:34](=[O:38])[NH:35]3)=[CH:31][CH:30]=2)[CH:26]=[CH:27][CH:28]=1, predict the reaction product.